This data is from Catalyst prediction with 721,799 reactions and 888 catalyst types from USPTO. The task is: Predict which catalyst facilitates the given reaction. (1) Reactant: C([O:9][C@H:10]1[CH2:14][C:13]([F:16])([F:15])[CH2:12][C@@H:11]1[C:17]1[N:21]([CH3:22])[N:20]=[CH:19][CH:18]=1)(=O)C1C=CC=CC=1.C(=O)([O-])[O-].[K+].[K+].O. Product: [F:16][C:13]1([F:15])[CH2:14][C@H:10]([OH:9])[C@@H:11]([C:17]2[N:21]([CH3:22])[N:20]=[CH:19][CH:18]=2)[CH2:12]1. The catalyst class is: 5. (2) Reactant: [C:1]([O:5][C:6](=[O:24])[CH2:7]P(OC1C=CC=CC=1)(OC1C=CC=CC=1)=O)([CH3:4])([CH3:3])[CH3:2].[Br:25][C:26]1[CH:27]=[C:28]([CH:32]=O)[S:29][C:30]=1[Br:31]. Product: [C:1]([O:5][C:6](=[O:24])/[CH:7]=[CH:32]\[C:28]1[S:29][C:30]([Br:31])=[C:26]([Br:25])[CH:27]=1)([CH3:2])([CH3:3])[CH3:4]. The catalyst class is: 36. (3) Reactant: O.Cl.[NH:3]1[CH2:8][CH2:7][C:6](=[O:9])[CH2:5][CH2:4]1.Br[CH2:11][C:12]1[CH:17]=[CH:16][CH:15]=[C:14]([O:18][CH:19]([CH3:21])[CH3:20])[CH:13]=1.C([O-])([O-])=O.[K+].[K+]. Product: [OH2:9].[CH:19]([O:18][C:14]1[CH:13]=[C:12]([CH:17]=[CH:16][CH:15]=1)[CH2:11][N:3]1[CH2:8][CH2:7][C:6](=[O:9])[CH2:5][CH2:4]1)([CH3:21])[CH3:20]. The catalyst class is: 3. (4) Reactant: [Cl:1][C:2]1[CH:7]=[CH:6][C:5]([C:8]2[NH:9][C:10]3[N:11]([N:15]=[CH:16][C:17]=3[C:18](/[N:20]=[C:21](/[N:23](C)C)\[CH3:22])=[O:19])[C:12](=[O:14])[CH:13]=2)=[CH:4][C:3]=1[O:26][CH2:27][C:28]([F:31])([F:30])[F:29].O1CCOCC1.NO.Cl.CC(O)=O. Product: [Cl:1][C:2]1[CH:7]=[CH:6][C:5]([C:8]2[NH:9][C:10]3[N:11]([N:15]=[CH:16][C:17]=3[C:18]3[O:19][N:23]=[C:21]([CH3:22])[N:20]=3)[C:12](=[O:14])[CH:13]=2)=[CH:4][C:3]=1[O:26][CH2:27][C:28]([F:31])([F:30])[F:29]. The catalyst class is: 74. (5) Reactant: [OH:1][C:2]1[CH:9]=[C:8]([CH3:10])[C:5]([CH:6]=[O:7])=[C:4]([CH3:11])[C:3]=1[CH3:12].[H-].[Na+].Br[CH2:16][C:17]#[C:18][CH2:19][CH3:20].Cl. Product: [CH2:16]([O:1][C:2]1[CH:9]=[C:8]([CH3:10])[C:5]([CH:6]=[O:7])=[C:4]([CH3:11])[C:3]=1[CH3:12])[C:17]#[C:18][CH2:19][CH3:20]. The catalyst class is: 9. (6) The catalyst class is: 2. Product: [Cl:1][C:2]1[CH:7]=[C:6]2[NH:8][C:9](=[O:39])[C:10]3([CH:15]([C:16]4[CH:21]=[C:20]([Cl:22])[CH:19]=[CH:18][C:17]=4[O:23][CH:24]4[CH2:29][CH2:28][N:27]([S:41]([CH3:40])(=[O:43])=[O:42])[CH2:26][CH2:25]4)[CH2:14][C:13](=[O:30])[NH:12][CH:11]3[C:31]3[CH:36]=[C:35]([F:37])[CH:34]=[CH:33][C:32]=3[CH3:38])[C:5]2=[CH:4][CH:3]=1. Reactant: [Cl:1][C:2]1[CH:7]=[C:6]2[NH:8][C:9](=[O:39])[C:10]3([CH:15]([C:16]4[CH:21]=[C:20]([Cl:22])[CH:19]=[CH:18][C:17]=4[O:23][CH:24]4[CH2:29][CH2:28][NH:27][CH2:26][CH2:25]4)[CH2:14][C:13](=[O:30])[NH:12][CH:11]3[C:31]3[CH:36]=[C:35]([F:37])[CH:34]=[CH:33][C:32]=3[CH3:38])[C:5]2=[CH:4][CH:3]=1.[CH3:40][S:41](Cl)(=[O:43])=[O:42].N1C=CC=CC=1. (7) Reactant: [Br:1][C:2]1[CH:3]=[C:4](Br)[C:5]2[N:6]([C:8]([I:11])=[CH:9][N:10]=2)[N:7]=1.[CH3:13][S-:14].[Na+].O.O. Product: [Br:1][C:2]1[CH:3]=[C:4]([S:14][CH3:13])[C:5]2[N:6]([C:8]([I:11])=[CH:9][N:10]=2)[N:7]=1. The catalyst class is: 12. (8) Reactant: [CH3:1][O:2][C:3]1[CH:4]=[C:5]2[C:10](=[CH:11][C:12]=1[OH:13])[N:9]=[CH:8][CH:7]=[C:6]2[O:14][C:15]1[CH:20]=[CH:19][C:18]([NH:21][C:22]2[C:31]3[C:26](=[CH:27][CH:28]=[CH:29][CH:30]=3)[C:25]([C:32]3[CH:37]=[CH:36][CH:35]=[CH:34][CH:33]=3)=[N:24][N:23]=2)=[CH:17][CH:16]=1.C(=O)([O-])[O-].[Cs+].[Cs+].Br[CH2:45][CH2:46][O:47][CH3:48]. Product: [CH3:1][O:2][C:3]1[CH:4]=[C:5]2[C:10](=[CH:11][C:12]=1[O:13][CH2:45][CH2:46][O:47][CH3:48])[N:9]=[CH:8][CH:7]=[C:6]2[O:14][C:15]1[CH:16]=[CH:17][C:18]([NH:21][C:22]2[C:31]3[C:26](=[CH:27][CH:28]=[CH:29][CH:30]=3)[C:25]([C:32]3[CH:37]=[CH:36][CH:35]=[CH:34][CH:33]=3)=[N:24][N:23]=2)=[CH:19][CH:20]=1. The catalyst class is: 3. (9) The catalyst class is: 3. Product: [Br:8][C:9]1[CH:10]=[CH:11][C:12]([O:18][CH2:19][C:20]2[CH:21]=[CH:22][C:23]([O:26][CH3:27])=[CH:24][CH:25]=2)=[C:13]([CH:17]=1)[C:14]([NH:7][C:3]1[CH:2]=[N:1][CH:6]=[CH:5][CH:4]=1)=[O:15]. Reactant: [N:1]1[CH:6]=[CH:5][CH:4]=[C:3]([NH2:7])[CH:2]=1.[Br:8][C:9]1[CH:10]=[CH:11][C:12]([O:18][CH2:19][C:20]2[CH:25]=[CH:24][C:23]([O:26][CH3:27])=[CH:22][CH:21]=2)=[C:13]([CH:17]=1)[C:14](O)=[O:15].Cl.CN(C)CCCN=C=NCC.ON1C2C=CC=CC=2N=N1.